This data is from Forward reaction prediction with 1.9M reactions from USPTO patents (1976-2016). The task is: Predict the product of the given reaction. Given the reactants [Cl:1][C:2]1[CH:3]=[C:4]([NH:19][S:20]([C:23]2[CH:24]=[N:25][C:26]([Cl:29])=[CH:27][CH:28]=2)(=[O:22])=[O:21])[CH:5]=[CH:6][C:7]=1[S:8][C:9]1[CH:18]=[CH:17][C:16]2[C:11](=[CH:12][CH:13]=[CH:14][CH:15]=2)[CH:10]=1.ClC1C=C(C=CC=1)C(OO)=[O:35], predict the reaction product. The product is: [Cl:1][C:2]1[CH:3]=[C:4]([NH:19][S:20]([C:23]2[CH:24]=[N:25][C:26]([Cl:29])=[CH:27][CH:28]=2)(=[O:22])=[O:21])[CH:5]=[CH:6][C:7]=1[S:8]([C:9]1[CH:18]=[CH:17][C:16]2[C:11](=[CH:12][CH:13]=[CH:14][CH:15]=2)[CH:10]=1)=[O:35].